The task is: Predict the reactants needed to synthesize the given product.. This data is from Full USPTO retrosynthesis dataset with 1.9M reactions from patents (1976-2016). (1) Given the product [NH2:8][C@@H:12]([CH2:13][CH2:14][C:15]1[CH:16]=[CH:17][C:18]([NH:21][C:22]2[CH:27]=[CH:26][C:25]([C:28]([F:31])([F:29])[F:30])=[CH:24][N:23]=2)=[CH:19][CH:20]=1)[CH2:11][OH:10], predict the reactants needed to synthesize it. The reactants are: C(OC([N:8]1[C@@H:12]([CH2:13][CH2:14][C:15]2[CH:20]=[CH:19][C:18]([NH:21][C:22]3[CH:27]=[CH:26][C:25]([C:28]([F:31])([F:30])[F:29])=[CH:24][N:23]=3)=[CH:17][CH:16]=2)[CH2:11][O:10]C1(C)C)=O)(C)(C)C.O.FC(F)(F)C(O)=O. (2) Given the product [C:1]([N:4]1[C:13]2[C:8](=[CH:9][C:10]([NH:14][CH2:30][C:31](=[O:33])[CH3:32])=[CH:11][CH:12]=2)[C@H:7]([NH:15][C:16](=[O:21])[O:17][CH:18]([CH3:19])[CH3:20])[CH2:6][C@@H:5]1[CH3:22])(=[O:3])[CH3:2], predict the reactants needed to synthesize it. The reactants are: [C:1]([N:4]1[C:13]2[C:8](=[CH:9][C:10]([NH2:14])=[CH:11][CH:12]=2)[C@H:7]([NH:15][C:16](=[O:21])[O:17][CH:18]([CH3:20])[CH3:19])[CH2:6][C@@H:5]1[CH3:22])(=[O:3])[CH3:2].C(=O)([O-])[O-].[K+].[K+].Cl[CH2:30][C:31](=[O:33])[CH3:32].[I-].[Na+]. (3) The reactants are: C(N)C1C=CC=CC=1.C(I)CCCC.[CH2:15]([NH:22][CH2:23][CH2:24][CH2:25][CH2:26][CH3:27])[C:16]1[CH:21]=[CH:20][CH:19]=[CH:18][CH:17]=1.Cl[C:29]([O:31][CH3:32])=[O:30]. Given the product [CH2:15]([N:22]([CH2:23][CH2:24][CH2:25][CH2:26][CH3:27])[C:29](=[O:30])[O:31][CH3:32])[C:16]1[CH:21]=[CH:20][CH:19]=[CH:18][CH:17]=1, predict the reactants needed to synthesize it. (4) Given the product [C@@H:6]1([O:24][C:25]2[C:29]([CH2:30][C:31]3[CH:36]=[CH:35][C:34](/[CH:37]=[CH:38]/[C:39](=[O:40])[NH:46][C:47]([CH2:50][OH:51])([CH3:52])[CH2:48][OH:49])=[CH:33][C:32]=3[CH3:42])=[C:28]([CH:43]([CH3:45])[CH3:44])[NH:27][N:26]=2)[O:7][C@H:8]([CH2:19][OH:20])[C@@H:9]([OH:15])[C@H:10]([OH:11])[C@H:5]1[OH:4], predict the reactants needed to synthesize it. The reactants are: C([O:4][C@@H:5]1[C@@H:10]([O:11]C(=O)C)[C@H:9]([O:15]C(=O)C)[C@@H:8]([CH2:19][O:20]C(=O)C)[O:7][C@H:6]1[O:24][C:25]1[C:29]([CH2:30][C:31]2[CH:36]=[CH:35][C:34](/[CH:37]=[CH:38]/[C:39](O)=[O:40])=[CH:33][C:32]=2[CH3:42])=[C:28]([CH:43]([CH3:45])[CH3:44])[NH:27][N:26]=1)(=O)C.[NH2:46][C:47]([CH3:52])([CH2:50][OH:51])[CH2:48][OH:49].[Cl-].[NH4+]. (5) Given the product [CH2:1]([O:3][C:4]([C:6]1([C:9]2[CH:14]=[CH:13][C:12]([C:15]3[CH:20]=[CH:19][C:18]([C:21]4[S:22][C:23]([Cl:29])=[CH:24][C:25]=4[NH:42][C:47]([O:41][C@@H:39]([C:36]4[CH:37]=[CH:38][C:33]([Cl:32])=[CH:34][CH:35]=4)[CH3:40])=[O:51])=[CH:17][C:16]=3[O:30][CH3:31])=[CH:11][CH:10]=2)[CH2:8][CH2:7]1)=[O:5])[CH3:2], predict the reactants needed to synthesize it. The reactants are: [CH2:1]([O:3][C:4]([C:6]1([C:9]2[CH:14]=[CH:13][C:12]([C:15]3[CH:20]=[CH:19][C:18]([C:21]4[S:22][C:23]([Cl:29])=[CH:24][C:25]=4C(=O)N)=[CH:17][C:16]=3[O:30][CH3:31])=[CH:11][CH:10]=2)[CH2:8][CH2:7]1)=[O:5])[CH3:2].[Cl:32][C:33]1[CH:38]=[CH:37][C:36]([C@H:39]([OH:41])[CH3:40])=[CH:35][CH:34]=1.[N:42]1[CH:47]=CC=CC=1.FC(F)(F)C(OI(C1C=CC=CC=1)OC(=O)C(F)(F)F)=[O:51]. (6) Given the product [F:42][C:43]([F:45])([F:44])[C:14]([OH:30])([CH2:15][C:16]1([C:20]2[CH:25]=[CH:24][CH:23]=[CH:22][C:21]=2[C:26]([F:29])([F:27])[F:28])[CH2:19][CH2:18][CH2:17]1)[C:13]([NH:12][C:9]1[CH:8]=[CH:7][C:6]([C:2]2[O:1][CH:5]=[CH:4][N:3]=2)=[CH:11][CH:10]=1)=[O:31], predict the reactants needed to synthesize it. The reactants are: [O:1]1[CH:5]=[CH:4][N:3]=[C:2]1[C:6]1[CH:11]=[CH:10][C:9]([NH:12][C:13](=[O:31])[C:14](=[O:30])[CH2:15][C:16]2([C:20]3[CH:25]=[CH:24][CH:23]=[CH:22][C:21]=3[C:26]([F:29])([F:28])[F:27])[CH2:19][CH2:18][CH2:17]2)=[CH:8][CH:7]=1.C(=O)([O-])[O-].[Cs+].[Cs+].C[SiH](C)C.[F:42][CH:43]([F:45])[F:44].[F-].C([N+](CCCC)(CCCC)CCCC)CCC. (7) Given the product [Br:1][C:2]1[CH:3]=[C:4]([C:8]2([NH:12][C:13]([C:15]3[C:23]4[C:18](=[N:19][CH:20]=[C:21]([C:24]5[C:32]6[C:27](=[CH:28][C:29]([F:33])=[CH:30][CH:31]=6)[N:26]([CH3:34])[N:25]=5)[N:22]=4)[NH:17][CH:16]=3)=[O:14])[CH2:9][CH2:10][CH2:11]2)[CH:5]=[CH:6][CH:7]=1, predict the reactants needed to synthesize it. The reactants are: [Br:1][C:2]1[CH:3]=[C:4]([C:8]2([NH:12][C:13]([C:15]3[C:23]4[C:18](=[N:19][CH:20]=[C:21]([C:24]5[C:32]6[C:27](=[CH:28][C:29]([F:33])=[CH:30][CH:31]=6)[N:26]([CH3:34])[N:25]=5)[N:22]=4)[N:17](COCC[Si](C)(C)C)[CH:16]=3)=[O:14])[CH2:11][CH2:10][CH2:9]2)[CH:5]=[CH:6][CH:7]=1.C(O)(C(F)(F)F)=O.CC(=O)OCC.C(N(CC)CC)C. (8) The reactants are: [Cl:1][C:2]1[N:7]=[C:6]([C:8]([O:10][CH3:11])=[O:9])[CH:5]=[C:4](Cl)[N:3]=1.[NH:13]1[CH:17]=[CH:16][N:15]=[CH:14]1. Given the product [Cl:1][C:2]1[N:7]=[C:6]([C:8]([O:10][CH3:11])=[O:9])[CH:5]=[C:4]([N:13]2[CH:17]=[CH:16][N:15]=[CH:14]2)[N:3]=1, predict the reactants needed to synthesize it. (9) The reactants are: [Cl:1][C:2]1[C:7]([N+:8]([O-:10])=[O:9])=[CH:6][CH:5]=[C:4]([Cl:11])[C:3]=1[S:12](Cl)(=[O:14])=[O:13].[CH3:16][N:17]([CH3:21])[CH2:18][CH2:19][NH2:20].C(N(CC)CC)C. Given the product [CH3:16][N:17]([CH3:21])[CH2:18][CH2:19][NH:20][S:12]([C:3]1[C:4]([Cl:11])=[CH:5][CH:6]=[C:7]([N+:8]([O-:10])=[O:9])[C:2]=1[Cl:1])(=[O:14])=[O:13], predict the reactants needed to synthesize it.